Task: Predict the reaction yield, written as a fraction of the theoretical maximum amount of product (1.0 means a 100% yield; for example, 0.34 means a 34% yield).. Dataset: Reaction yield outcomes from USPTO patents with 853,638 reactions (1) The reactants are [CH2:1]([C:6]1([CH:12]=[CH2:13])[CH2:11][CH2:10][CH2:9][CH2:8][CH2:7]1)[CH2:2][CH2:3][CH2:4][CH3:5].C12CCCC(CCC1)B12[H]B2(C3CCCC2CCC3)[H]1.[OH:34]O.[OH-].[Na+]. The catalyst is C1COCC1.O. The product is [CH2:1]([C:6]1([CH2:12][CH2:13][OH:34])[CH2:7][CH2:8][CH2:9][CH2:10][CH2:11]1)[CH2:2][CH2:3][CH2:4][CH3:5]. The yield is 0.710. (2) The reactants are [Br:1][C:2]1[C:7]([C:8]([O:10][CH3:11])=[O:9])=[C:6]([CH3:12])[C:5]([OH:13])=[CH:4][CH:3]=1.C(=O)([O-])[O-].[Cs+].[Cs+].I[CH2:21][CH3:22].C(OCC)(=O)C. The catalyst is CN(C=O)C. The product is [Br:1][C:2]1[C:7]([C:8]([O:10][CH3:11])=[O:9])=[C:6]([CH3:12])[C:5]([O:13][CH2:21][CH3:22])=[CH:4][CH:3]=1. The yield is 0.960. (3) The reactants are C1CCN(C(N=NC(N2CCCCC2)=O)=O)CC1.[CH3:19][O:20][C:21]1[N:26]=[C:25]([CH2:27][CH2:28]O)[CH:24]=[CH:23][CH:22]=1.[C:30]1(=[O:40])[NH:34][C:33](=[O:35])[C:32]2=[CH:36][CH:37]=[CH:38][CH:39]=[C:31]12.C(P(CCCC)CCCC)CCC. The catalyst is C(OCC)(=O)C.C1COCC1. The product is [CH3:19][O:20][C:21]1[N:26]=[C:25]([CH2:27][CH2:28][N:34]2[C:30](=[O:40])[C:31]3[C:32](=[CH:36][CH:37]=[CH:38][CH:39]=3)[C:33]2=[O:35])[CH:24]=[CH:23][CH:22]=1. The yield is 0.690. (4) The reactants are Cl[CH2:2][C:3]1[CH:28]=[CH:27][C:6]([O:7][CH2:8][C:9]2[N:10]=[C:11]([C:15]3[CH:20]=[CH:19][C:18]([CH2:21][C:22]([O:24][CH2:25][CH3:26])=[O:23])=[CH:17][CH:16]=3)[O:12][C:13]=2[CH3:14])=[C:5]([O:29][CH3:30])[CH:4]=1.Cl.[CH3:32][C:33]1[S:37][C:36]([N:38]2[CH2:43][CH2:42][CH2:41][CH2:40][CH2:39]2)=[N:35][C:34]=1/[CH:44]=[CH:45]/[C:46]1[C:47]([OH:57])=[N:48][N:49]([C:51]2[CH:56]=[CH:55][CH:54]=[CH:53][CH:52]=2)[CH:50]=1.C(=O)([O-])[O-].[K+].[K+].CN(C)C=O. The catalyst is O. The product is [CH3:30][O:29][C:5]1[CH:4]=[C:3]([CH2:2][O:57][C:47]2[C:46](/[CH:45]=[CH:44]/[C:34]3[N:35]=[C:36]([N:38]4[CH2:43][CH2:42][CH2:41][CH2:40][CH2:39]4)[S:37][C:33]=3[CH3:32])=[CH:50][N:49]([C:51]3[CH:56]=[CH:55][CH:54]=[CH:53][CH:52]=3)[N:48]=2)[CH:28]=[CH:27][C:6]=1[O:7][CH2:8][C:9]1[N:10]=[C:11]([C:15]2[CH:20]=[CH:19][C:18]([CH2:21][C:22]([O:24][CH2:25][CH3:26])=[O:23])=[CH:17][CH:16]=2)[O:12][C:13]=1[CH3:14]. The yield is 0.720. (5) The reactants are [I:1][C:2]1[CH:3]=[C:4]([CH:8]=[CH:9][C:10]=1[CH3:11])[C:5]([OH:7])=O.Cl.CN(C)[CH2:15][CH2:16][CH2:17][N:18]=C=NCC.C1(N)CC1.O. The catalyst is CN(C)C=O. The product is [CH:17]1([NH:18][C:5](=[O:7])[C:4]2[CH:8]=[CH:9][C:10]([CH3:11])=[C:2]([I:1])[CH:3]=2)[CH2:15][CH2:16]1. The yield is 0.980. (6) The reactants are [Si:1]([O:8][CH2:9][C@@H:10]1[CH2:14][C:13](/[CH:15]=[CH:16]/[CH3:17])=[CH:12][N:11]1[C:18]([C:20]1[CH:25]=[C:24]([O:26][CH3:27])[C:23]([O:28][Si:29]([CH:36]([CH3:38])[CH3:37])([CH:33]([CH3:35])[CH3:34])[CH:30]([CH3:32])[CH3:31])=[CH:22][C:21]=1[N+:39]([O-])=O)=[O:19])([C:4]([CH3:7])([CH3:6])[CH3:5])([CH3:3])[CH3:2]. The catalyst is [Zn].C(O)=O.C(O)C. The product is [NH2:39][C:21]1[CH:22]=[C:23]([O:28][Si:29]([CH:33]([CH3:34])[CH3:35])([CH:36]([CH3:38])[CH3:37])[CH:30]([CH3:32])[CH3:31])[C:24]([O:26][CH3:27])=[CH:25][C:20]=1[C:18]([N:11]1[CH:12]=[C:13](/[CH:15]=[CH:16]/[CH3:17])[CH2:14][C@H:10]1[CH2:9][O:8][Si:1]([C:4]([CH3:7])([CH3:6])[CH3:5])([CH3:2])[CH3:3])=[O:19]. The yield is 0.690. (7) The reactants are ClCCCl.[N:5]([C:8]1[C:17]([C:18]2[CH:23]=[CH:22][C:21]([N:24]3[CH2:29][CH2:28][O:27][CH2:26][CH2:25]3)=[CH:20][CH:19]=2)=[N:16][C:15]([Br:30])=[CH:14][C:9]=1[C:10]([O:12][CH3:13])=[O:11])=[N+]=[N-]. The catalyst is C(Cl)Cl.CCCCCCCC(O)=O.CCCCCCCC(O)=O.CCCCCCCC(O)=O.CCCCCCCC(O)=O.[Rh].[Rh]. The product is [Br:30][C:15]1[CH:14]=[C:9]([C:10]([O:12][CH3:13])=[O:11])[C:8]2[NH:5][C:19]3[CH:20]=[C:21]([N:24]4[CH2:29][CH2:28][O:27][CH2:26][CH2:25]4)[CH:22]=[CH:23][C:18]=3[C:17]=2[N:16]=1. The yield is 0.930.